This data is from Reaction yield outcomes from USPTO patents with 853,638 reactions. The task is: Predict the reaction yield, written as a fraction of the theoretical maximum amount of product (1.0 means a 100% yield; for example, 0.34 means a 34% yield). (1) The reactants are [Cl:1][C:2]1[CH:3]=[C:4]([OH:8])[CH:5]=[N:6][CH:7]=1.C(N(CC)CC)C.C1C=CC(N([S:23]([C:26]([F:29])([F:28])[F:27])(=[O:25])=[O:24])[S:23]([C:26]([F:29])([F:28])[F:27])(=[O:25])=[O:24])=CC=1. The catalyst is O1CCCC1. The product is [F:27][C:26]([F:29])([F:28])[S:23]([O:8][C:4]1[CH:5]=[N:6][CH:7]=[C:2]([Cl:1])[CH:3]=1)(=[O:25])=[O:24]. The yield is 0.660. (2) The reactants are [CH3:1][O:2][C:3]1[CH:8]=[CH:7][C:6]([CH2:9][CH2:10][CH2:11]O)=[CH:5][CH:4]=1.P(Br)(Br)[Br:14]. The catalyst is C1(C)C=CC=CC=1. The product is [CH3:1][O:2][C:3]1[CH:8]=[CH:7][C:6]([CH2:9][CH2:10][CH2:11][Br:14])=[CH:5][CH:4]=1. The yield is 0.610. (3) The reactants are [CH2:1]([NH:4][C:5]1[N:6]=[C:7](Cl)[C:8]2[CH:13]=[CH:12][N:11]([CH:14]([CH3:16])[CH3:15])[C:9]=2[N:10]=1)[CH2:2][CH3:3].[CH3:18][CH:19]([NH2:21])[CH3:20].C(=O)([O-])[O-].[K+].[K+].O. The catalyst is C(O)CCC. The product is [CH2:1]([NH:4][C:5]1[N:6]=[C:7]([NH:21][CH:19]([CH3:20])[CH3:18])[C:8]2[CH:13]=[CH:12][N:11]([CH:14]([CH3:16])[CH3:15])[C:9]=2[N:10]=1)[CH2:2][CH3:3]. The yield is 0.360. (4) The yield is 0.490. The product is [Cl:8][C:5]1[CH:6]=[CH:7][C:2]([NH:1][S:23](/[CH:22]=[CH:21]/[C:16]2[CH:17]=[CH:18][C:19]([Cl:20])=[C:14]([Cl:13])[CH:15]=2)(=[O:25])=[O:24])=[C:3]([S:9]([NH2:12])(=[O:11])=[O:10])[CH:4]=1. The reactants are [NH2:1][C:2]1[CH:7]=[CH:6][C:5]([Cl:8])=[CH:4][C:3]=1[S:9]([NH2:12])(=[O:11])=[O:10].[Cl:13][C:14]1[CH:15]=[C:16](/[CH:21]=[CH:22]/[S:23](Cl)(=[O:25])=[O:24])[CH:17]=[CH:18][C:19]=1[Cl:20]. No catalyst specified. (5) The reactants are [H-].[Na+].[C:3]([O:8][CH2:9][CH3:10])(=[O:7])[CH:4]([CH3:6])[OH:5].[F:11][C:12]1[CH:19]=[CH:18][C:15]([CH2:16]Br)=[CH:14][CH:13]=1. The catalyst is O1CCCC1.[I-].C([N+](CCCC)(CCCC)CCCC)CCC.O. The product is [CH2:9]([O:8][C:3](=[O:7])[CH:4]([O:5][CH2:16][C:15]1[CH:18]=[CH:19][C:12]([F:11])=[CH:13][CH:14]=1)[CH3:6])[CH3:10]. The yield is 0.420.